From a dataset of Reaction yield outcomes from USPTO patents with 853,638 reactions. Predict the reaction yield, written as a fraction of the theoretical maximum amount of product (1.0 means a 100% yield; for example, 0.34 means a 34% yield). (1) The reactants are [OH:1][CH2:2][C@H:3]([NH:6][C:7]1[N:12]=[C:11]([NH:13][CH2:14][C:15]2[CH:20]=[CH:19][C:18]([C:21]3[CH:26]=[CH:25][CH:24]=[CH:23][N:22]=3)=[CH:17][CH:16]=2)[N:10]2[N:27]=[CH:28][C:29]([CH:30]([CH3:32])[CH3:31])=[C:9]2[N:8]=1)[CH2:4][CH3:5].N[C@H](CO)[C@@H](C)[OH:36]. No catalyst specified. The product is [OH:1][CH2:2][C@@H:3]([NH:6][C:7]1[N:12]=[C:11]([NH:13][CH2:14][C:15]2[CH:16]=[CH:17][C:18]([C:21]3[CH:26]=[CH:25][CH:24]=[CH:23][N:22]=3)=[CH:19][CH:20]=2)[N:10]2[N:27]=[CH:28][C:29]([CH:30]([CH3:31])[CH3:32])=[C:9]2[N:8]=1)[C@H:4]([OH:36])[CH3:5]. The yield is 0.430. (2) The reactants are [NH2:1][C:2]1[N:6]([C:7]2[CH:14]=[CH:13][C:10]([C:11]#[N:12])=[CH:9][CH:8]=2)[N:5]=[C:4]([C:15]([CH3:18])([CH3:17])[CH3:16])[CH:3]=1.[OH-].[Na+].Cl[C:22]([O:24][CH2:25][C:26]([Cl:29])([Cl:28])[Cl:27])=[O:23]. The catalyst is CCOC(C)=O. The product is [Cl:27][C:26]([Cl:29])([Cl:28])[CH2:25][O:24][C:22](=[O:23])[NH:1][C:2]1[N:6]([C:7]2[CH:14]=[CH:13][C:10]([C:11]#[N:12])=[CH:9][CH:8]=2)[N:5]=[C:4]([C:15]([CH3:18])([CH3:17])[CH3:16])[CH:3]=1. The yield is 0.790. (3) The catalyst is C(O)C.O. The product is [CH3:1][N:2]1[C:10]2[C:5](=[CH:6][C:7]([N:11]3[CH2:22][C:23]4[C:24](=[CH:30][CH:31]=[CH:32][C:33]=4[N+:34]([O-:36])=[O:35])[C:25]3=[O:26])=[CH:8][CH:9]=2)[CH:4]=[CH:3]1. The yield is 0.900. The reactants are [CH3:1][N:2]1[C:10]2[C:5](=[CH:6][C:7]([NH2:11])=[CH:8][CH:9]=2)[CH:4]=[CH:3]1.C(N(CC)C(C)C)(C)C.Br[CH2:22][C:23]1[C:33]([N+:34]([O-:36])=[O:35])=[CH:32][CH:31]=[CH:30][C:24]=1[C:25](OCC)=[O:26].O[Li].O. (4) The reactants are [NH2:1][CH2:2][CH:3]1[N:8]2[C:9]3[CH:10]=[CH:11][CH:12]=[C:13]([F:16])[C:14]=3[CH:15]=[C:7]2[C:6]2[N:17]=[C:18]([C:21]3[C:22]([N:41]([CH3:46])[S:42]([CH3:45])(=[O:44])=[O:43])=[CH:23][C:24]4[O:28][C:27]([C:29]5[CH:34]=[CH:33][C:32]([F:35])=[CH:31][CH:30]=5)=[C:26]([C:36]([NH:38][CH3:39])=[O:37])[C:25]=4[CH:40]=3)[CH:19]=[CH:20][C:5]=2[O:4]1.CCN(CC)CC.[CH3:54][S:55](Cl)(=[O:57])=[O:56]. The catalyst is ClCCl.O. The product is [F:16][C:13]1[C:14]2[CH:15]=[C:7]3[C:6]4[N:17]=[C:18]([C:21]5[C:22]([N:41]([CH3:46])[S:42]([CH3:45])(=[O:43])=[O:44])=[CH:23][C:24]6[O:28][C:27]([C:29]7[CH:30]=[CH:31][C:32]([F:35])=[CH:33][CH:34]=7)=[C:26]([C:36]([NH:38][CH3:39])=[O:37])[C:25]=6[CH:40]=5)[CH:19]=[CH:20][C:5]=4[O:4][CH:3]([CH2:2][NH:1][S:55]([CH3:54])(=[O:57])=[O:56])[N:8]3[C:9]=2[CH:10]=[CH:11][CH:12]=1. The yield is 0.357.